This data is from Full USPTO retrosynthesis dataset with 1.9M reactions from patents (1976-2016). The task is: Predict the reactants needed to synthesize the given product. (1) Given the product [Cl:18][C:19]1[CH:20]=[N:21][CH:22]=[C:23]([Cl:26])[C:24]=1[N:15]1[CH2:16][CH2:17][CH:12]([S:9]([C:4]2[CH:5]=[CH:6][C:7]([Cl:8])=[C:2]([Cl:1])[CH:3]=2)(=[O:11])=[O:10])[CH2:13][CH2:14]1, predict the reactants needed to synthesize it. The reactants are: [Cl:1][C:2]1[CH:3]=[C:4]([S:9]([CH:12]2[CH2:17][CH2:16][NH:15][CH2:14][CH2:13]2)(=[O:11])=[O:10])[CH:5]=[CH:6][C:7]=1[Cl:8].[Cl:18][C:19]1[CH:20]=[N:21][CH:22]=[C:23]([Cl:26])[C:24]=1Cl. (2) Given the product [F:25][C:22]1[CH:23]=[CH:24][C:19]([C:18](=[O:17])[CH2:8][C:7]([C:10]2[CH:15]=[CH:14][CH:13]=[CH:12][CH:11]=2)=[O:9])=[CH:20][C:21]=1[CH3:26], predict the reactants needed to synthesize it. The reactants are: CC([O-])(C)C.[K+].[C:7]([C:10]1[CH:15]=[CH:14][CH:13]=[CH:12][CH:11]=1)(=[O:9])[CH3:8].C[O:17][C:18](=O)[C:19]1[CH:24]=[CH:23][C:22]([F:25])=[C:21]([CH3:26])[CH:20]=1. (3) Given the product [CH2:22]([N:24]([CH2:25][CH3:26])[C:8](=[O:9])[CH:7]([C:1]1[CH:6]=[CH:5][CH:4]=[CH:3][CH:2]=1)[C:11]([OH:12])=[O:17])[CH3:23], predict the reactants needed to synthesize it. The reactants are: [C:1]1([CH:7]([C:11](Cl)=[O:12])[C:8](Cl)=[O:9])[CH:6]=[CH:5][CH:4]=[CH:3][CH:2]=1.C(N)C.[O:17]1CCCC1.[CH2:22]([N:24](CC)[CH2:25][CH3:26])[CH3:23].Cl. (4) Given the product [F:22][CH:2]([F:1])[C:3]1[N:8]=[C:7]([NH:9][C@H:10]2[C:18]3[C:13](=[CH:14][CH:15]=[C:16]([CH3:19])[CH:17]=3)[CH2:12][C@@H:11]2[CH3:20])[N:6]=[C:5]([NH:21][C:23](=[O:26])[CH2:24][CH3:25])[N:4]=1, predict the reactants needed to synthesize it. The reactants are: [F:1][CH:2]([F:22])[C:3]1[N:8]=[C:7]([NH:9][C@H:10]2[C:18]3[C:13](=[CH:14][CH:15]=[C:16]([CH3:19])[CH:17]=3)[CH2:12][C@@H:11]2[CH3:20])[N:6]=[C:5]([NH2:21])[N:4]=1.[C:23](O[C:23](=[O:26])[CH2:24][CH3:25])(=[O:26])[CH2:24][CH3:25]. (5) Given the product [NH2:48][C:49]1[CH:54]=[C:53]([O:55][C:56]2[C:57]([F:64])=[CH:58][C:59]([NH:63][C:14]([C:11]3([C:9]([NH:8][C:5]4[CH:4]=[CH:3][C:2]([F:1])=[CH:7][CH:6]=4)=[O:10])[CH2:12][CH2:13]3)=[O:16])=[C:60]([F:62])[CH:61]=2)[N:52]=[CH:51][N:50]=1, predict the reactants needed to synthesize it. The reactants are: [F:1][C:2]1[CH:7]=[CH:6][C:5]([NH:8][C:9]([C:11]2([C:14]([OH:16])=O)[CH2:13][CH2:12]2)=[O:10])=[CH:4][CH:3]=1.C(N(CC)CC)C.CN(C(ON1N=NC2C=CC=NC1=2)=[N+](C)C)C.F[P-](F)(F)(F)(F)F.[NH2:48][C:49]1[CH:54]=[C:53]([O:55][C:56]2[CH:61]=[C:60]([F:62])[C:59]([NH2:63])=[CH:58][C:57]=2[F:64])[N:52]=[CH:51][N:50]=1.